This data is from Catalyst prediction with 721,799 reactions and 888 catalyst types from USPTO. The task is: Predict which catalyst facilitates the given reaction. (1) Reactant: [NH2:1][C:2]1[CH:10]=[C:9]([O:11][CH3:12])[CH:8]=[C:7]([O:13][CH3:14])[C:3]=1[C:4]([NH2:6])=[O:5].[OH:15][CH2:16][CH2:17][CH2:18][C:19]1[CH:26]=[CH:25][C:22]([CH:23]=O)=[CH:21][C:20]=1[O:27][CH3:28].OS([O-])=O.[Na+].O.C1(C)C=CC(S(O)(=O)=O)=CC=1. Product: [OH:15][CH2:16][CH2:17][CH2:18][C:19]1[CH:26]=[CH:25][C:22]([C:23]2[NH:6][C:4](=[O:5])[C:3]3[C:2](=[CH:10][C:9]([O:11][CH3:12])=[CH:8][C:7]=3[O:13][CH3:14])[N:1]=2)=[CH:21][C:20]=1[O:27][CH3:28]. The catalyst class is: 80. (2) Reactant: [C:1]([O:5][C:6]([N:8]1[CH2:13][CH2:12][CH:11]([C:14]2[CH:19]=[CH:18][C:17]([O:20][CH2:21][CH2:22][CH2:23][O:24][CH2:25][C:26]3[CH:31]=[CH:30][CH:29]=[CH:28][C:27]=3[O:32][CH3:33])=[CH:16][CH:15]=2)[CH:10]([NH2:34])[CH2:9]1)=[O:7])([CH3:4])([CH3:3])[CH3:2].[CH3:35][O:36][C:37]([C:39]1[C:48]2[C:43](=[CH:44][C:45]([CH2:49]Br)=[CH:46][CH:47]=2)[CH:42]=[CH:41][CH:40]=1)=[O:38].C(N(CC)CC)C. Product: [C:1]([O:5][C:6]([N:8]1[CH2:13][CH2:12][CH:11]([C:14]2[CH:19]=[CH:18][C:17]([O:20][CH2:21][CH2:22][CH2:23][O:24][CH2:25][C:26]3[CH:31]=[CH:30][CH:29]=[CH:28][C:27]=3[O:32][CH3:33])=[CH:16][CH:15]=2)[CH:10]([NH:34][CH2:49][C:45]2[CH:46]=[CH:47][C:48]3[C:43](=[CH:42][CH:41]=[CH:40][C:39]=3[C:37]([O:36][CH3:35])=[O:38])[CH:44]=2)[CH2:9]1)=[O:7])([CH3:3])([CH3:4])[CH3:2]. The catalyst class is: 7. (3) Reactant: C1C(=O)[N:5](Br)[C:3](=O)[CH2:2]1.[C:19](OO[C:19](=O)[C:20]1[CH:25]=[CH:24][CH:23]=[CH:22][CH:21]=1)(=O)[C:20]1[CH:25]=[CH:24][CH:23]=[CH:22][CH:21]=1.[OH2:27]. Product: [CH:2]([C:3]1[NH:5][C:21]2[C:20]([CH:19]=1)=[CH:25][CH:24]=[CH:23][CH:22]=2)=[O:27]. The catalyst class is: 53.